From a dataset of Forward reaction prediction with 1.9M reactions from USPTO patents (1976-2016). Predict the product of the given reaction. (1) Given the reactants [CH3:1][S:2]([O:5]S(C)(=O)=O)(=O)=[O:3].[NH2:10][CH2:11][CH2:12][CH2:13][C:14]1[C:15]([C:26]2[CH:31]=[CH:30][N:29]=[CH:28][CH:27]=2)=[C:16]([C:19]2[CH:24]=[CH:23][C:22]([F:25])=[CH:21][CH:20]=2)[NH:17][CH:18]=1.O, predict the reaction product. The product is: [F:25][C:22]1[CH:21]=[CH:20][C:19]([C:16]2[NH:17][CH:18]=[C:14]([CH2:13][CH2:12][CH2:11][NH:10][S:2]([CH3:1])(=[O:5])=[O:3])[C:15]=2[C:26]2[CH:31]=[CH:30][N:29]=[CH:28][CH:27]=2)=[CH:24][CH:23]=1. (2) Given the reactants [CH3:1][O:2][C:3](=[O:12])[CH2:4][C:5]1[CH:10]=[CH:9][CH:8]=[C:7]([OH:11])[CH:6]=1.[Br:13][CH2:14][CH2:15][CH2:16]O.C1C=CC(P(C2C=CC=CC=2)C2C=CC=CC=2)=CC=1.N(C(OC(C)C)=O)=NC(OC(C)C)=O, predict the reaction product. The product is: [CH3:1][O:2][C:3](=[O:12])[CH2:4][C:5]1[CH:10]=[CH:9][CH:8]=[C:7]([O:11][CH2:16][CH2:15][CH2:14][Br:13])[CH:6]=1.